From a dataset of Full USPTO retrosynthesis dataset with 1.9M reactions from patents (1976-2016). Predict the reactants needed to synthesize the given product. (1) Given the product [C:1]([NH:4][C:5]1[N:10]=[CH:9][C:8]([NH:11][C:12](=[O:24])[C:13]2[C:18]([F:19])=[CH:17][CH:16]=[C:15]([NH2:20])[C:14]=2[F:23])=[CH:7][CH:6]=1)(=[O:3])[CH3:2], predict the reactants needed to synthesize it. The reactants are: [C:1]([NH:4][C:5]1[N:10]=[CH:9][C:8]([NH:11][C:12](=[O:24])[C:13]2[C:18]([F:19])=[CH:17][CH:16]=[C:15]([N+:20]([O-])=O)[C:14]=2[F:23])=[CH:7][CH:6]=1)(=[O:3])[CH3:2]. (2) Given the product [Cl:13][C:10]1[C:9]2[C:4](=[CH:5][C:6]([F:15])=[CH:7][C:8]=2[F:14])[N:3]=[C:2]([N:20]2[CH2:21][CH2:22][CH2:23][C@H:19]2[CH2:18][O:17][CH3:16])[C:11]=1[CH3:12], predict the reactants needed to synthesize it. The reactants are: Cl[C:2]1[C:11]([CH3:12])=[C:10]([Cl:13])[C:9]2[C:4](=[CH:5][C:6]([F:15])=[CH:7][C:8]=2[F:14])[N:3]=1.[CH3:16][O:17][CH2:18][C@@H:19]1[CH2:23][CH2:22][CH2:21][NH:20]1.C(N(CC)CC)C. (3) Given the product [C:1]([O:7][C@@H:8]1[CH2:24][C:23]2[C@@:11]([CH3:28])([C@@H:12]3[C@@H:20]([CH2:21][CH:22]=2)[C@H:19]2[C@@:15]([CH3:27])([C:16]([NH:25][C:30](=[O:31])[CH3:29])=[CH:17][CH2:18]2)[CH2:14][CH2:13]3)[CH2:10][CH2:9]1)(=[O:6])[C:2]([CH3:5])([CH3:4])[CH3:3], predict the reactants needed to synthesize it. The reactants are: [C:1]([O:7][C@@H:8]1[CH2:24][C:23]2[C@@:11]([CH3:28])([C@@H:12]3[C@@H:20]([CH2:21][CH:22]=2)[C@H:19]2[C@@:15]([CH3:27])([C:16](=[N:25]O)[CH2:17][CH2:18]2)[CH2:14][CH2:13]3)[CH2:10][CH2:9]1)(=[O:6])[C:2]([CH3:5])([CH3:4])[CH3:3].[CH3:29][C:30](OC(C)=O)=[O:31]. (4) The reactants are: [CH2:1]([NH2:4])[CH2:2][NH2:3].[CH2:5]([O:9][C:10]1[CH:15]=[CH:14][C:13]([S:16](Cl)(=[O:18])=[O:17])=[CH:12][CH:11]=1)[CH2:6][CH2:7][CH3:8].[CH2:20](Cl)Cl. Given the product [NH2:3][CH2:2][CH2:1][NH:4][S:16]([C:13]1[CH:14]=[CH:15][C:10]([O:9][CH2:5][CH2:6][CH2:7][CH2:8][CH3:20])=[CH:11][CH:12]=1)(=[O:18])=[O:17], predict the reactants needed to synthesize it. (5) Given the product [Cl:22][C:4]1[N:3]=[C:2]([CH3:1])[N:7]([CH2:8][C:9]2[S:10][C:11]([C:14]([F:17])([F:16])[F:15])=[CH:12][CH:13]=2)[C:6](=[O:18])[N:5]=1, predict the reactants needed to synthesize it. The reactants are: [CH3:1][C:2]1[N:7]([CH2:8][C:9]2[S:10][C:11]([C:14]([F:17])([F:16])[F:15])=[CH:12][CH:13]=2)[C:6](=[O:18])[NH:5][C:4](=O)[N:3]=1.P(Cl)(Cl)([Cl:22])=O.C(N(CC)C(C)C)(C)C.